The task is: Binary Classification. Given a drug SMILES string, predict its activity (active/inactive) in a high-throughput screening assay against a specified biological target.. This data is from Cav3 T-type calcium channel HTS with 100,875 compounds. (1) The molecule is S(c1n(c(nn1)Cc1n(ccc1)C)c1ccc(F)cc1)CC(=O)Nc1c(F)cc(F)cc1. The result is 1 (active). (2) The drug is S(Cc1c(cccc1)C(O)=O)c1scc(n1)C. The result is 0 (inactive). (3) The compound is s1c2c(CCCC2)c2c1nc(SCC(=O)N1CCOCC1)n(c2=O)CC=C. The result is 0 (inactive).